From a dataset of Reaction yield outcomes from USPTO patents with 853,638 reactions. Predict the reaction yield, written as a fraction of the theoretical maximum amount of product (1.0 means a 100% yield; for example, 0.34 means a 34% yield). (1) The reactants are [F:1][C:2]1[CH:15]=[CH:14][C:5]([CH2:6][S:7][CH2:8][C:9]([O:11][CH2:12][CH3:13])=[O:10])=[CH:4][CH:3]=1.C1C=C(Cl)C=C(C(OO)=[O:24])C=1. The catalyst is C(Cl)Cl. The product is [F:1][C:2]1[CH:3]=[CH:4][C:5]([CH2:6][S:7]([CH2:8][C:9]([O:11][CH2:12][CH3:13])=[O:10])=[O:24])=[CH:14][CH:15]=1. The yield is 0.980. (2) The reactants are [Cl:1][C:2]1[CH:3]=[C:4]([S:9]([N:12]2[CH:21]([C:22]([NH:24][C@H:25]([C:44]([O:46]C)=[O:45])[CH2:26][C:27]3[CH:32]=[CH:31][C:30]([NH:33][C:34](=[O:43])[C:35]4[C:40]([Cl:41])=[CH:39][N:38]=[CH:37][C:36]=4[Cl:42])=[CH:29][CH:28]=3)=[O:23])[CH2:20][C:19]3[C:14](=[CH:15][CH:16]=[CH:17][CH:18]=3)[CH2:13]2)(=[O:11])=[O:10])[CH:5]=[C:6]([Cl:8])[CH:7]=1.[OH-].[Na+].CO. No catalyst specified. The product is [Cl:1][C:2]1[CH:3]=[C:4]([S:9]([N:12]2[CH:21]([C:22]([NH:24][C@H:25]([C:44]([OH:46])=[O:45])[CH2:26][C:27]3[CH:28]=[CH:29][C:30]([NH:33][C:34](=[O:43])[C:35]4[C:40]([Cl:41])=[CH:39][N:38]=[CH:37][C:36]=4[Cl:42])=[CH:31][CH:32]=3)=[O:23])[CH2:20][C:19]3[C:14](=[CH:15][CH:16]=[CH:17][CH:18]=3)[CH2:13]2)(=[O:11])=[O:10])[CH:5]=[C:6]([Cl:8])[CH:7]=1. The yield is 0.720. (3) The reactants are [F:1][C:2]1[CH:3]=[CH:4][C:5]([OH:11])=[C:6](B(O)O)[CH:7]=1.Br[C:13]1[C:14]([N+:24]([O-:26])=[O:25])=[N:15][N:16]([CH:18]2[CH2:23][CH2:22][CH2:21][CH2:20][O:19]2)[CH:17]=1.BrC1C=NN(C2CCCCO2)C=1[N+]([O-])=O.C(=O)([O-])[O-].[K+].[K+]. The catalyst is COCCOC.O.C1C=CC([P]([Pd]([P](C2C=CC=CC=2)(C2C=CC=CC=2)C2C=CC=CC=2)([P](C2C=CC=CC=2)(C2C=CC=CC=2)C2C=CC=CC=2)[P](C2C=CC=CC=2)(C2C=CC=CC=2)C2C=CC=CC=2)(C2C=CC=CC=2)C2C=CC=CC=2)=CC=1. The product is [F:1][C:2]1[CH:3]=[CH:4][C:5]([OH:11])=[C:6]([C:13]2[C:14]([N+:24]([O-:26])=[O:25])=[N:15][N:16]([CH:18]3[CH2:23][CH2:22][CH2:21][CH2:20][O:19]3)[CH:17]=2)[CH:7]=1. The yield is 0.620. (4) The catalyst is C(Cl)Cl. The yield is 0.980. The reactants are Cl.[Br:2][C:3]1[CH:4]=[C:5]2[C:9](=[C:10]([C:12]([NH2:14])=[O:13])[CH:11]=1)[NH:8][N:7]=[C:6]2[CH:15]1[CH2:20][CH2:19][NH:18][CH2:17][CH2:16]1.[Cl:21][CH2:22][CH2:23][CH2:24][S:25](Cl)(=[O:27])=[O:26].C(N(C(C)C)CC)(C)C. The product is [Br:2][C:3]1[CH:4]=[C:5]2[C:9](=[C:10]([C:12]([NH2:14])=[O:13])[CH:11]=1)[NH:8][N:7]=[C:6]2[CH:15]1[CH2:16][CH2:17][N:18]([S:25]([CH2:24][CH2:23][CH2:22][Cl:21])(=[O:27])=[O:26])[CH2:19][CH2:20]1.